From a dataset of Full USPTO retrosynthesis dataset with 1.9M reactions from patents (1976-2016). Predict the reactants needed to synthesize the given product. Given the product [CH2:1]([O:8][C:9]([NH:11][C@H:12]1[CH2:16][CH2:15][N:14]([C@H:17]2[CH2:22][CH2:21][C@@H:20]([N:23]([C:24]([CH3:27])([CH3:26])[CH3:25])[CH3:37])[CH2:19][C@H:18]2[C:28]([O:30][CH3:31])=[O:29])[C:13]1=[O:32])=[O:10])[C:2]1[CH:7]=[CH:6][CH:5]=[CH:4][CH:3]=1, predict the reactants needed to synthesize it. The reactants are: [CH2:1]([O:8][C:9]([NH:11][C@H:12]1[CH2:16][CH2:15][N:14]([C@H:17]2[CH2:22][CH2:21][C@@H:20]([NH:23][C:24]([CH3:27])([CH3:26])[CH3:25])[CH2:19][C@H:18]2[C:28]([O:30][CH3:31])=[O:29])[C:13]1=[O:32])=[O:10])[C:2]1[CH:7]=[CH:6][CH:5]=[CH:4][CH:3]=1.C=O.[BH-](OC(C)=O)(OC(C)=O)O[C:37](C)=O.[Na+].